Dataset: Reaction yield outcomes from USPTO patents with 853,638 reactions. Task: Predict the reaction yield, written as a fraction of the theoretical maximum amount of product (1.0 means a 100% yield; for example, 0.34 means a 34% yield). (1) The reactants are [C:1]([O:4][CH:5]=[CH:6][CH2:7][N:8]([C:16]1[C:17](I)=[C:18]2[C:23](=[C:24]([O:26][CH2:27][C:28]3[CH:33]=[CH:32][CH:31]=[CH:30][CH:29]=3)[CH:25]=1)[N:22]=[CH:21][CH:20]=[CH:19]2)[C:9]([O:11][C:12]([CH3:15])([CH3:14])[CH3:13])=[O:10])(=[O:3])[CH3:2].CC(N=NC(C#N)(C)C)(C#N)C.CCCC[SnH](CCCC)CCCC. The catalyst is C1C=CC=CC=1. The product is [C:1]([O:4][CH2:5][CH:6]1[C:17]2=[C:18]3[C:23](=[C:24]([O:26][CH2:27][C:28]4[CH:33]=[CH:32][CH:31]=[CH:30][CH:29]=4)[CH:25]=[C:16]2[N:8]([C:9]([O:11][C:12]([CH3:15])([CH3:14])[CH3:13])=[O:10])[CH2:7]1)[N:22]=[CH:21][CH:20]=[CH:19]3)(=[O:3])[CH3:2]. The yield is 0.770. (2) The product is [ClH:28].[CH:8]1([C:11]2[C:12]([O:21][C@@H:22]3[CH2:27][CH2:26][CH2:25][N:24]([CH2:32][C:31]4[CH:30]=[C:29]([Cl:28])[CH:36]=[C:35]([Cl:37])[CH:34]=4)[CH2:23]3)=[CH:13][C:14]([F:20])=[C:15]([CH:19]=2)[C:16]([OH:18])=[O:17])[CH2:9][CH2:10]1. The yield is 0.630. The reactants are FC(F)(F)C(O)=O.[CH:8]1([C:11]2[C:12]([O:21][C@@H:22]3[CH2:27][CH2:26][CH2:25][NH:24][CH2:23]3)=[CH:13][C:14]([F:20])=[C:15]([CH:19]=2)[C:16]([OH:18])=[O:17])[CH2:10][CH2:9]1.[Cl:28][C:29]1[CH:30]=[C:31]([CH:34]=[C:35]([Cl:37])[CH:36]=1)[CH:32]=O.C(O[BH-](OC(=O)C)OC(=O)C)(=O)C.[Na+].Cl. The catalyst is O1CCCC1. (3) The reactants are FC(F)(F)S(O[C:7]1[CH:8]=[C:9]2[C:14](=[CH:15][N:16]=1)[CH2:13][N:12]([C:17]([O:19][C:20]([CH3:23])([CH3:22])[CH3:21])=[O:18])[CH2:11][CH2:10]2)(=O)=O.[CH:26]1([C:29]2[CH:34]=[CH:33][C:32](B3OC(C)(C)C(C)(C)O3)=[CH:31][N:30]=2)[CH2:28][CH2:27]1.C(=O)([O-])[O-].[Na+].[Na+].CCO. The catalyst is O.Cl[Pd]Cl.C1C=CC(P(C2C=CC=CC=2)[C-]2C=CC=C2)=CC=1.C1C=CC(P(C2C=CC=CC=2)[C-]2C=CC=C2)=CC=1.[Fe+2].C1(C)C=CC=CC=1. The product is [CH:26]1([C:29]2[N:30]=[CH:31][C:32]([C:7]3[CH:8]=[C:9]4[C:14](=[CH:15][N:16]=3)[CH2:13][N:12]([C:17]([O:19][C:20]([CH3:23])([CH3:22])[CH3:21])=[O:18])[CH2:11][CH2:10]4)=[CH:33][CH:34]=2)[CH2:28][CH2:27]1. The yield is 0.700. (4) The reactants are [CH3:1][C:2]1([CH3:16])[C:6]([CH3:8])([CH3:7])[O:5][B:4]([C:9]2[CH:10]=[C:11]([CH:13]=[CH:14][CH:15]=2)[NH2:12])[O:3]1.[CH3:17][O:18][C:19]1[CH:24]=[CH:23][C:22]([S:25](Cl)(=[O:27])=[O:26])=[CH:21][CH:20]=1. No catalyst specified. The product is [CH3:17][O:18][C:19]1[CH:20]=[CH:21][C:22]([S:25]([NH:12][C:11]2[CH:13]=[CH:14][CH:15]=[C:9]([B:4]3[O:3][C:2]([CH3:16])([CH3:1])[C:6]([CH3:7])([CH3:8])[O:5]3)[CH:10]=2)(=[O:27])=[O:26])=[CH:23][CH:24]=1. The yield is 0.990. (5) The reactants are C[O:2][C:3](=[O:21])[C:4]1[C:9]([CH2:10][C:11]([O:13]C)=[O:12])=[CH:8][CH:7]=[CH:6][C:5]=1[CH2:15][CH2:16][S:17]C(=O)C.[OH-].[K+]. The catalyst is CCO. The product is [C:11]([CH2:10][C:9]1[CH:8]=[CH:7][CH:6]=[C:5]([CH2:15][CH2:16][SH:17])[C:4]=1[C:3]([OH:21])=[O:2])([OH:13])=[O:12]. The yield is 0.730. (6) The reactants are Cl.[NH2:2][CH2:3][C:4]1[CH:5]=[C:6]([CH2:12][CH:13]([CH2:19][CH3:20])[C:14]([O:16][CH2:17][CH3:18])=[O:15])[CH:7]=[CH:8][C:9]=1[O:10][CH3:11].C(=O)([O-])[O-].[K+].[K+].[F:27][C:28]([F:38])([F:37])[C:29]1[CH:36]=[CH:35][C:32]([CH2:33]Br)=[CH:31][CH:30]=1. The catalyst is CN(C)C=O. The product is [CH2:17]([O:16][C:14](=[O:15])[CH:13]([CH2:19][CH3:20])[CH2:12][C:6]1[CH:7]=[CH:8][C:9]([O:10][CH3:11])=[C:4]([CH2:3][NH:2][CH2:33][C:32]2[CH:31]=[CH:30][C:29]([C:28]([F:27])([F:37])[F:38])=[CH:36][CH:35]=2)[CH:5]=1)[CH3:18]. The yield is 0.320. (7) The reactants are [C:1]([C:3]1([N:9]2[CH2:14][CH2:13][N:12]([CH2:15][C:16]3[CH:21]=[CH:20][CH:19]=[CH:18][CH:17]=3)[CH2:11][CH2:10]2)[CH2:8][CH2:7][CH2:6][CH2:5][CH2:4]1)#[N:2].[H-].[H-].[H-].[H-].[Li+].[Al+3].CCN(CC)CC.[F:35][C:36]([F:47])([F:46])[C:37](O[C:37](=[O:38])[C:36]([F:47])([F:46])[F:35])=[O:38]. The catalyst is CCOCC.ClCCl. The product is [F:35][C:36]([F:47])([F:46])[C:37]([NH:2][CH2:1][C:3]1([N:9]2[CH2:10][CH2:11][N:12]([CH2:15][C:16]3[CH:17]=[CH:18][CH:19]=[CH:20][CH:21]=3)[CH2:13][CH2:14]2)[CH2:4][CH2:5][CH2:6][CH2:7][CH2:8]1)=[O:38]. The yield is 0.940. (8) The reactants are S(=O)(=O)(O)O.[N+:6]([O-:9])(O)=[O:7].[CH:10]1[C:15]2[CH2:16][CH2:17][C:18](=[O:21])[CH2:19][CH2:20][C:14]=2[CH:13]=[CH:12][CH:11]=1. The catalyst is [N+](C)([O-])=O. The product is [N+:6]([C:12]1[CH:11]=[CH:10][C:15]2[CH2:16][CH2:17][C:18](=[O:21])[CH2:19][CH2:20][C:14]=2[CH:13]=1)([O-:9])=[O:7]. The yield is 0.400. (9) The reactants are Br[C:2]1[CH:8]=[CH:7][C:5]([NH2:6])=[C:4]([CH2:9][CH3:10])[CH:3]=1.[CH3:11][PH:12](=[O:14])[CH3:13].P([O-])([O-])([O-])=O.[K+].[K+].[K+]. The catalyst is CN(C=O)C.C([O-])(=O)C.[Pd+2].C([O-])(=O)C.CC1(C)C2C(=C(P(C3C=CC=CC=3)C3C=CC=CC=3)C=CC=2)OC2C(P(C3C=CC=CC=3)C3C=CC=CC=3)=CC=CC1=2. The product is [CH3:11][P:12]([C:2]1[CH:8]=[CH:7][C:5]([NH2:6])=[C:4]([CH2:9][CH3:10])[CH:3]=1)([CH3:13])=[O:14]. The yield is 0.780. (10) The reactants are [Br:1][C:2]1[CH:11]=[CH:10][CH:9]=[C:8]2[C:3]=1[C:4](=[O:22])[N:5]([CH2:14][C:15]1[CH:20]=[CH:19][CH:18]=[CH:17][C:16]=1[Cl:21])[C:6]([CH2:12]Cl)=[N:7]2.C(=O)([O-])[O-].[K+].[K+].[Si]([O:36][C:37]1[CH:38]=[C:39]([C:43]2[C:51]3[C:46](=[N:47][CH:48]=[N:49][C:50]=3[NH2:52])[NH:45][N:44]=2)[CH:40]=[CH:41][CH:42]=1)(C(C)(C)C)(C)C. The catalyst is CN(C=O)C. The product is [NH2:52][C:50]1[N:49]=[CH:48][N:47]=[C:46]2[N:45]([CH2:12][C:6]3[N:5]([CH2:14][C:15]4[CH:20]=[CH:19][CH:18]=[CH:17][C:16]=4[Cl:21])[C:4](=[O:22])[C:3]4[C:8](=[CH:9][CH:10]=[CH:11][C:2]=4[Br:1])[N:7]=3)[N:44]=[C:43]([C:39]3[CH:40]=[CH:41][CH:42]=[C:37]([OH:36])[CH:38]=3)[C:51]=12. The yield is 0.640.